From a dataset of NCI-60 drug combinations with 297,098 pairs across 59 cell lines. Regression. Given two drug SMILES strings and cell line genomic features, predict the synergy score measuring deviation from expected non-interaction effect. Drug 1: CCC(=C(C1=CC=CC=C1)C2=CC=C(C=C2)OCCN(C)C)C3=CC=CC=C3.C(C(=O)O)C(CC(=O)O)(C(=O)O)O. Drug 2: CC1=C(C(=CC=C1)Cl)NC(=O)C2=CN=C(S2)NC3=CC(=NC(=N3)C)N4CCN(CC4)CCO. Cell line: SK-MEL-5. Synergy scores: CSS=-5.85, Synergy_ZIP=0.726, Synergy_Bliss=-4.01, Synergy_Loewe=-7.57, Synergy_HSA=-6.43.